Dataset: Full USPTO retrosynthesis dataset with 1.9M reactions from patents (1976-2016). Task: Predict the reactants needed to synthesize the given product. (1) Given the product [NH:11]1[C:15]2[CH:16]=[CH:17][CH:18]=[CH:19][C:14]=2[N:13]=[C:12]1[C@H:8]([NH:9][C:10]([NH:23][C@H:24]1[CH2:28][CH2:27][CH2:26][C@@H:25]1[OH:29])=[O:20])[CH2:7][C:6]1[CH:5]=[CH:4][C:3]([O:2][CH3:1])=[CH:22][CH:21]=1, predict the reactants needed to synthesize it. The reactants are: [CH3:1][O:2][C:3]1[CH:22]=[CH:21][C:6]([CH2:7][C@@H:8]2[C:12]3=[N:13][C:14]4[CH:19]=[CH:18][CH:17]=[CH:16][C:15]=4[N:11]3[C:10](=[O:20])[NH:9]2)=[CH:5][CH:4]=1.[NH2:23][C@H:24]1[CH2:28][CH2:27][CH2:26][C@@H:25]1[OH:29].C(O)(C(F)(F)F)=O. (2) Given the product [Cl:25][C:22]1[CH:21]=[CH:20][C:19]([N:18]2[CH:2]([CH2:3][I:26])[CH2:1][C:4]3[C:5]4[C:6]2=[N:7][CH:8]=[N:9][C:10]=4[CH:11]=[C:12]([O:16][CH3:17])[C:13]=3[O:14][CH3:15])=[CH:24][CH:23]=1, predict the reactants needed to synthesize it. The reactants are: [CH2:1]([C:4]1[C:13]([O:14][CH3:15])=[C:12]([O:16][CH3:17])[CH:11]=[C:10]2[C:5]=1[C:6]([NH:18][C:19]1[CH:24]=[CH:23][C:22]([Cl:25])=[CH:21][CH:20]=1)=[N:7][CH:8]=[N:9]2)[CH:2]=[CH2:3].[I:26]I. (3) Given the product [Br:3][C:7]1[C:16]2[CH:15]=[CH:14][CH:13]=[C:12]([C:17]#[N:18])[C:11]=2[CH:10]=[CH:9][N:8]=1, predict the reactants needed to synthesize it. The reactants are: P(Br)(Br)([Br:3])=O.O=[C:7]1[C:16]2[CH:15]=[CH:14][CH:13]=[C:12]([C:17]#[N:18])[C:11]=2[CH:10]=[CH:9][NH:8]1. (4) Given the product [CH3:20][C:19]([CH3:18])=[CH:21][CH2:24][C:11]1[C:10](=[O:12])[C:9]2[CH:8]=[CH:7][CH:6]=[CH:5][C:4]=2[C:3](=[O:13])[C:2]=1[OH:1], predict the reactants needed to synthesize it. The reactants are: [OH:1][C:2]1[C:3](=[O:13])[C:4]2[C:9]([C:10](=[O:12])[CH:11]=1)=[CH:8][CH:7]=[CH:6][CH:5]=2.[H-].[Li+].[H][H].[CH2:18](Br)[C:19](=[CH2:21])[CH3:20].Cl.[CH3:24]S(C)=O. (5) Given the product [NH:17]([S:13]([C:10]1[CH:11]=[N:12][C:2]([Cl:1])=[C:3]([CH:9]=1)[C:4]([O:6][CH2:7][CH3:8])=[O:5])(=[O:15])=[O:14])[C:18]1[CH:23]=[CH:22][CH:21]=[CH:20][CH:19]=1.[NH:17]([C:2]1[N:12]=[CH:11][C:10]([S:13]([NH:17][C:18]2[CH:23]=[CH:22][CH:21]=[CH:20][CH:19]=2)(=[O:15])=[O:14])=[CH:9][C:3]=1[C:4]([O:6][CH2:7][CH3:8])=[O:5])[C:18]1[CH:23]=[CH:22][CH:21]=[CH:20][CH:19]=1, predict the reactants needed to synthesize it. The reactants are: [Cl:1][C:2]1[N:12]=[CH:11][C:10]([S:13](Cl)(=[O:15])=[O:14])=[CH:9][C:3]=1[C:4]([O:6][CH2:7][CH3:8])=[O:5].[NH2:17][C:18]1[CH:23]=[CH:22][CH:21]=[CH:20][CH:19]=1. (6) Given the product [CH3:1][N:2]([CH:3]1[CH2:8][CH2:7][N:6]([C:9]([O:11][C:12]([CH3:15])([CH3:14])[CH3:13])=[O:10])[CH2:5][CH2:4]1)[S:26]([CH:23]1[CH2:25][CH2:24]1)(=[O:28])=[O:27], predict the reactants needed to synthesize it. The reactants are: [CH3:1][NH:2][CH:3]1[CH2:8][CH2:7][N:6]([C:9]([O:11][C:12]([CH3:15])([CH3:14])[CH3:13])=[O:10])[CH2:5][CH2:4]1.C(N(CC)CC)C.[CH:23]1([S:26](Cl)(=[O:28])=[O:27])[CH2:25][CH2:24]1.C(=O)(O)[O-].[Na+].